This data is from Forward reaction prediction with 1.9M reactions from USPTO patents (1976-2016). The task is: Predict the product of the given reaction. (1) Given the reactants [C:1]1([N:7]2[C:16]3[C:11](=[CH:12][CH:13]=[CH:14][CH:15]=3)[CH2:10][CH2:9][C:8]2=[O:17])[CH:6]=[CH:5][CH:4]=[CH:3][CH:2]=1.[Li+].C[Si]([N-][Si](C)(C)C)(C)C.Br[CH2:29][CH2:30][CH2:31][Cl:32], predict the reaction product. The product is: [Cl:32][CH2:31][CH2:30][CH2:29][CH:9]1[CH2:10][C:11]2[C:16](=[CH:15][CH:14]=[CH:13][CH:12]=2)[N:7]([C:1]2[CH:2]=[CH:3][CH:4]=[CH:5][CH:6]=2)[C:8]1=[O:17]. (2) Given the reactants Cl.Cl.[N:3]1([CH2:9][CH2:10][CH2:11][O:12][C:13]2[CH:14]=[C:15]3[C:19](=[CH:20][CH:21]=2)[NH:18][CH2:17][CH2:16]3)[CH2:8][CH2:7][CH2:6][CH2:5][CH2:4]1.[C:22]1([CH2:28][CH2:29][CH2:30][C:31](O)=[O:32])[CH:27]=[CH:26][CH:25]=[CH:24][CH:23]=1.C(N(CC)CC)C.C1C=CC2N(O)N=NC=2C=1, predict the reaction product. The product is: [C:22]1([CH2:28][CH2:29][CH2:30][C:31]([N:18]2[C:19]3[C:15](=[CH:14][C:13]([O:12][CH2:11][CH2:10][CH2:9][N:3]4[CH2:4][CH2:5][CH2:6][CH2:7][CH2:8]4)=[CH:21][CH:20]=3)[CH2:16][CH2:17]2)=[O:32])[CH:27]=[CH:26][CH:25]=[CH:24][CH:23]=1. (3) Given the reactants Br[C:2]1[CH:3]=[C:4]2[C:9](=[CH:10][CH:11]=1)[N:8]=[C:7]([C:12]1[CH:17]=[C:16]([CH3:18])[CH:15]=[C:14]([CH3:19])[CH:13]=1)[CH:6]=[CH:5]2.[Li]CCCC.Cl[Ge:26]([CH:33]([CH3:35])[CH3:34])([CH:30]([CH3:32])[CH3:31])[CH:27]([CH3:29])[CH3:28], predict the reaction product. The product is: [CH3:19][C:14]1[CH:13]=[C:12]([C:7]2[CH:6]=[CH:5][C:4]3[C:9](=[CH:10][CH:11]=[C:2]([Ge:26]([CH:33]([CH3:35])[CH3:34])([CH:30]([CH3:32])[CH3:31])[CH:27]([CH3:29])[CH3:28])[CH:3]=3)[N:8]=2)[CH:17]=[C:16]([CH3:18])[CH:15]=1. (4) Given the reactants Cl[C:2]1[N:11]=[C:10]([C:12]2[CH:17]=[CH:16][CH:15]=[C:14]([N+:18]([O-:20])=[O:19])[CH:13]=2)[C:9]2[C:4](=[CH:5][C:6]([O:23][CH3:24])=[C:7]([O:21][CH3:22])[CH:8]=2)[N:3]=1.Cl.[CH:26]1([NH2:29])[CH2:28][CH2:27]1, predict the reaction product. The product is: [CH:26]1([NH:29][C:2]2[N:11]=[C:10]([C:12]3[CH:17]=[CH:16][CH:15]=[C:14]([N+:18]([O-:20])=[O:19])[CH:13]=3)[C:9]3[C:4](=[CH:5][C:6]([O:23][CH3:24])=[C:7]([O:21][CH3:22])[CH:8]=3)[N:3]=2)[CH2:28][CH2:27]1. (5) Given the reactants [CH3:1][O:2][C:3]([C:5]1[C:6]([O:14]C(OC)=O)=[N:7][S:8][C:9]=1[S:10]([CH3:13])(=[O:12])=[O:11])=[O:4].ClCCl.CO.S(=O)(=O)(O)O, predict the reaction product. The product is: [CH3:1][O:2][C:3]([C:5]1[C:6]([OH:14])=[N:7][S:8][C:9]=1[S:10]([CH3:13])(=[O:12])=[O:11])=[O:4]. (6) Given the reactants [CH:1]1([N:4]([CH:19]2[CH2:24][CH2:23][NH:22][CH2:21][CH2:20]2)[C:5](=[O:18])[C:6]2[CH:11]=[CH:10][C:9]([C:12]3[O:16][CH:15]=[N:14][CH:13]=3)=[C:8]([F:17])[CH:7]=2)[CH2:3][CH2:2]1.[CH3:25][C:26]1([CH3:29])[O:28][CH2:27]1, predict the reaction product. The product is: [CH:1]1([N:4]([CH:19]2[CH2:24][CH2:23][N:22]([CH2:25][C:26]([OH:28])([CH3:29])[CH3:27])[CH2:21][CH2:20]2)[C:5](=[O:18])[C:6]2[CH:11]=[CH:10][C:9]([C:12]3[O:16][CH:15]=[N:14][CH:13]=3)=[C:8]([F:17])[CH:7]=2)[CH2:2][CH2:3]1.